This data is from Retrosynthesis with 50K atom-mapped reactions and 10 reaction types from USPTO. The task is: Predict the reactants needed to synthesize the given product. Given the product COc1ccc(Br)cc1S(=O)[O-], predict the reactants needed to synthesize it. The reactants are: COc1ccc(Br)cc1S(=O)(=O)Cl.